Dataset: Forward reaction prediction with 1.9M reactions from USPTO patents (1976-2016). Task: Predict the product of the given reaction. (1) Given the reactants [Br:1][C:2]1[N:3]=[C:4]2[C:11]([CH:12]=[O:13])=[CH:10][N:9]([CH2:14][O:15][CH2:16][CH2:17][Si:18]([CH3:21])([CH3:20])[CH3:19])[C:5]2=[N:6][C:7]=1[Cl:8].S(=O)(=O)([OH:24])N.Cl([O-])=O.[Na+].P([O-])(O)(O)=O.[K+], predict the reaction product. The product is: [Br:1][C:2]1[N:3]=[C:4]2[C:11]([C:12]([OH:24])=[O:13])=[CH:10][N:9]([CH2:14][O:15][CH2:16][CH2:17][Si:18]([CH3:21])([CH3:20])[CH3:19])[C:5]2=[N:6][C:7]=1[Cl:8]. (2) Given the reactants [C:1]1([C@H:11]([NH:13][C@H:14]2[CH2:19][CH2:18][CH2:17][N:16]([C:20]3[CH:43]=[CH:42][C:23]([C:24]([C@:26]([C@H:30]([C@@H:32]([C@@H:34]([C:36]([O:38]CC=C)=[O:37])[OH:35])[OH:33])[OH:31])([OH:29])[CH:27]=[O:28])=[O:25])=[CH:22][CH:21]=3)[CH2:15]2)[CH3:12])[C:10]2[C:5](=[CH:6][CH:7]=[CH:8][CH:9]=2)[CH:4]=[CH:3][CH:2]=1.N1CCCC1, predict the reaction product. The product is: [C:1]1([C@H:11]([NH:13][C@H:14]2[CH2:19][CH2:18][CH2:17][N:16]([C:20]3[CH:43]=[CH:42][C:23]([C:24]([C@:26]([C@H:30]([C@@H:32]([C@@H:34]([C:36]([OH:38])=[O:37])[OH:35])[OH:33])[OH:31])([OH:29])[CH:27]=[O:28])=[O:25])=[CH:22][CH:21]=3)[CH2:15]2)[CH3:12])[C:10]2[C:5](=[CH:6][CH:7]=[CH:8][CH:9]=2)[CH:4]=[CH:3][CH:2]=1. (3) Given the reactants [F:1][C:2]([F:22])([F:21])[C:3]1[CH:4]=[CH:5][C:6]([N:9]2[CH:13]=[C:12](/[CH:14]=[CH:15]/[C:16]([O:18][CH2:19][CH3:20])=[O:17])[CH:11]=[N:10]2)=[N:7][CH:8]=1.[O-]S(C(F)(F)F)(=O)=O.[CH2:31]([S+]1CCCC1)[C:32]1[CH:37]=[CH:36][CH:35]=[CH:34][CH:33]=1.[SH3+].C1OCCOCCOCCOC1.[Li+].C[Si]([N-][Si](C)(C)C)(C)C, predict the reaction product. The product is: [CH2:19]([O:18][C:16]([C@H:15]1[C@H:14]([C:12]2[CH:11]=[N:10][N:9]([C:6]3[CH:5]=[CH:4][C:3]([C:2]([F:1])([F:21])[F:22])=[CH:8][N:7]=3)[CH:13]=2)[C@H:31]1[C:32]1[CH:37]=[CH:36][CH:35]=[CH:34][CH:33]=1)=[O:17])[CH3:20]. (4) Given the reactants [CH2:1]([C:8]1([OH:14])[CH2:13][CH2:12][NH:11][CH2:10][CH2:9]1)[C:2]1[CH:7]=[CH:6][CH:5]=[CH:4][CH:3]=1.[CH:15](=O)[C:16]1[CH:21]=[CH:20][CH:19]=[CH:18][CH:17]=1.[O-]S([O-])(=O)=O.[Mg+2].CC(C)(O)[C:31]#[N:32].[H-].[H-].[H-].[H-].[Li+].[Al+3], predict the reaction product. The product is: [NH2:32][CH2:31][CH:15]([N:11]1[CH2:12][CH2:13][C:8]([CH2:1][C:2]2[CH:3]=[CH:4][CH:5]=[CH:6][CH:7]=2)([OH:14])[CH2:9][CH2:10]1)[C:16]1[CH:21]=[CH:20][CH:19]=[CH:18][CH:17]=1. (5) Given the reactants [NH2:1][NH:2][C:3]([C:5]1[CH:10]=[CH:9][CH:8]=[C:7]([CH3:11])[N:6]=1)=[NH:4].[F:12][C:13]1[CH:18]=[C:17]([CH:19]=O)[CH:16]=[CH:15][C:14]=1[C:21]1[CH:26]=[CH:25][CH:24]=[CH:23][CH:22]=1, predict the reaction product. The product is: [F:12][C:13]1[CH:18]=[C:17]([C:19]2[NH:1][N:2]=[C:3]([C:5]3[CH:10]=[CH:9][CH:8]=[C:7]([CH3:11])[N:6]=3)[N:4]=2)[CH:16]=[CH:15][C:14]=1[C:21]1[CH:22]=[CH:23][CH:24]=[CH:25][CH:26]=1. (6) Given the reactants Cl.[F:2][C:3]1[CH:24]=[C:23]([NH:25][C:26]([NH:28][C:29](=[O:37])[CH2:30][C:31]2[CH:36]=[CH:35][CH:34]=[CH:33][CH:32]=2)=[S:27])[CH:22]=[CH:21][C:4]=1[O:5][C:6]1[C:15]2[C:10](=[CH:11][C:12]([O:19][CH3:20])=[C:13]([C:16]([OH:18])=O)[CH:14]=2)[N:9]=[CH:8][CH:7]=1.[CH3:38][NH2:39], predict the reaction product. The product is: [F:2][C:3]1[CH:24]=[C:23]([NH:25][C:26]([NH:28][C:29](=[O:37])[CH2:30][C:31]2[CH:32]=[CH:33][CH:34]=[CH:35][CH:36]=2)=[S:27])[CH:22]=[CH:21][C:4]=1[O:5][C:6]1[C:15]2[C:10](=[CH:11][C:12]([O:19][CH3:20])=[C:13]([C:16]([NH:39][CH3:38])=[O:18])[CH:14]=2)[N:9]=[CH:8][CH:7]=1. (7) Given the reactants [Cl:1][C:2]1[C:3](Cl)=[N:4][CH:5]=[C:6]([CH:12]=1)[C:7]([O:9][CH2:10][CH3:11])=[O:8].[NH:14]1[CH2:19][CH2:18][NH:17][CH2:16][CH2:15]1.C(N(CC)CC)C, predict the reaction product. The product is: [Cl:1][C:2]1[C:3]([N:14]2[CH2:19][CH2:18][NH:17][CH2:16][CH2:15]2)=[N:4][CH:5]=[C:6]([CH:12]=1)[C:7]([O:9][CH2:10][CH3:11])=[O:8]. (8) Given the reactants [C:1]([O:5][C:6]([NH:8][C@H:9]1[CH2:13][CH2:12][CH2:11][C@@H:10]1[C:14](O)=[O:15])=[O:7])([CH3:4])([CH3:3])[CH3:2].B.C1COCC1, predict the reaction product. The product is: [OH:15][CH2:14][C@H:10]1[CH2:11][CH2:12][CH2:13][C@@H:9]1[NH:8][C:6](=[O:7])[O:5][C:1]([CH3:3])([CH3:2])[CH3:4]. (9) Given the reactants I[C:2]1[CH:7]=[C:6]([S:8]([C:11]2[CH:16]=[CH:15][CH:14]=[CH:13][CH:12]=2)(=[O:10])=[O:9])[CH:5]=[CH:4][C:3]=1[NH2:17].[F:18][C:19]1[CH:24]=[CH:23][C:22]([C:25]#[CH:26])=[CH:21][CH:20]=1.C(N(CC)CC)C.CC(C)([O-])C.[K+], predict the reaction product. The product is: [F:18][C:19]1[CH:24]=[CH:23][C:22]([C:25]2[NH:17][C:3]3[C:2]([CH:26]=2)=[CH:7][C:6]([S:8]([C:11]2[CH:16]=[CH:15][CH:14]=[CH:13][CH:12]=2)(=[O:10])=[O:9])=[CH:5][CH:4]=3)=[CH:21][CH:20]=1. (10) Given the reactants [CH3:1][O:2][C:3](=[O:15])[CH:4]([O:11][CH2:12][CH:13]=C)[C:5]1[CH:10]=[CH:9][CH:8]=[CH:7][CH:6]=1.[O:16]=[O+][O-].CSC, predict the reaction product. The product is: [CH3:1][O:2][C:3](=[O:15])[CH:4]([O:11][CH2:12][CH:13]=[O:16])[C:5]1[CH:10]=[CH:9][CH:8]=[CH:7][CH:6]=1.